Dataset: Full USPTO retrosynthesis dataset with 1.9M reactions from patents (1976-2016). Task: Predict the reactants needed to synthesize the given product. (1) Given the product [CH2:1]([O:3][P:4]([CH:9]([Br:26])[C:11]1[CH:16]=[CH:15][C:14]([CH2:17][NH:18][C:19]([O:21][C:22]([CH3:25])([CH3:24])[CH3:23])=[O:20])=[CH:13][CH:12]=1)(=[O:8])[O:5][CH2:6][CH3:7])[CH3:2], predict the reactants needed to synthesize it. The reactants are: [CH2:1]([O:3][P:4]([CH:9]([C:11]1[CH:16]=[CH:15][C:14]([CH2:17][NH:18][C:19]([O:21][C:22]([CH3:25])([CH3:24])[CH3:23])=[O:20])=[CH:13][CH:12]=1)O)(=[O:8])[O:5][CH2:6][CH3:7])[CH3:2].[Br:26]P(Br)(C1C=CC=CC=1)(C1C=CC=CC=1)C1C=CC=CC=1. (2) Given the product [O:44]1[CH2:45][CH:46]=[C:47]([C:2]2[N:7]=[C:6]([NH:8][C:9]([NH:11][C:12]3[C:21]4[C:16](=[CH:17][CH:18]=[CH:19][N:20]=4)[N:15]=[CH:14][CH:13]=3)=[O:10])[CH:5]=[CH:4][CH:3]=2)[CH2:48][CH2:49]1, predict the reactants needed to synthesize it. The reactants are: I[C:2]1[N:7]=[C:6]([NH:8][C:9]([NH:11][C:12]2[C:21]3[C:16](=[CH:17][CH:18]=[CH:19][N:20]=3)[N:15]=[CH:14][CH:13]=2)=[O:10])[CH:5]=[CH:4][CH:3]=1.CC1(C)C(C)(C)OB(C2CCN(C(OC(C)(C)C)=O)CC=2)O1.[O:44]1[CH2:49][CH:48]=[C:47](B2OC(C)(C)C(C)(C)O2)[CH2:46][CH2:45]1. (3) Given the product [CH3:12][O:9][C:8]([C:4]1[S:3][C:2]([CH2:1][CH2:25][C:24]2[C:20]([CH2:16][CH2:17][CH2:18][CH3:19])=[N:21][O:22][C:23]=2[CH3:27])=[N:6][C:5]=1[CH3:7])=[O:10], predict the reactants needed to synthesize it. The reactants are: [CH3:1][C:2]1[S:3][C:4]([C:8]([OH:10])=[O:9])=[C:5]([CH3:7])[N:6]=1.[Li][CH2:12]CCC.[CH2:16]([C:20]1[C:24]([CH2:25]Cl)=[C:23]([CH3:27])[O:22][N:21]=1)[CH2:17][CH2:18][CH3:19].C[Si](C=[N+]=[N-])(C)C. (4) Given the product [I:16][C:13]1[CH:12]=[CH:11][C:10]([N:7]2[CH:8]=[CH:9][C:5]([CH2:4][NH2:1])=[N:6]2)=[CH:15][CH:14]=1, predict the reactants needed to synthesize it. The reactants are: [N:1]([CH2:4][C:5]1[CH:9]=[CH:8][N:7]([C:10]2[CH:15]=[CH:14][C:13]([I:16])=[CH:12][CH:11]=2)[N:6]=1)=[N+]=[N-]. (5) Given the product [CH3:1][O:2][C:3]1[CH:10]=[CH:9][C:6]([CH:7]=[O:8])=[CH:5][C:4]=1[N+:11]([O-:13])=[O:12], predict the reactants needed to synthesize it. The reactants are: [CH3:1][O:2][C:3]1[CH:10]=[CH:9][C:6]([CH:7]=[O:8])=[CH:5][CH:4]=1.[N+:11]([O-])([O-:13])=[O:12].[NH4+].FC(F)(F)C(OC(=O)C(F)(F)F)=O. (6) Given the product [CH:24]1([NH:27][C:28]([C:29]2[CH:34]=[CH:33][C:32]([CH3:35])=[C:31]([C:2]3[CH:3]=[C:4]4[C:9](=[CH:10][CH:11]=3)[C:8](=[O:12])[N:7]([CH2:13][C:14]3[CH:15]=[CH:16][N:17]=[CH:18][CH:19]=3)[CH:6]=[C:5]4[C:20]([O:22][CH3:23])=[O:21])[CH:30]=2)=[O:45])[CH2:25][CH2:26]1, predict the reactants needed to synthesize it. The reactants are: Br[C:2]1[CH:3]=[C:4]2[C:9](=[CH:10][CH:11]=1)[C:8](=[O:12])[N:7]([CH2:13][C:14]1[CH:19]=[CH:18][N:17]=[CH:16][CH:15]=1)[CH:6]=[C:5]2[C:20]([O:22][CH3:23])=[O:21].[CH:24]1([NH:27][C:28](=[O:45])[C:29]2[CH:34]=[CH:33][C:32]([CH3:35])=[C:31](B3OC(C)(C)C(C)(C)O3)[CH:30]=2)[CH2:26][CH2:25]1.C(=O)([O-])[O-].[K+].[K+]. (7) Given the product [C:1]([O:5][C:6]([NH:8][C:9]1[CH:14]=[C:13]([Cl:15])[CH:12]=[C:11]([CH2:24][OH:25])[N:10]=1)=[O:7])([CH3:2])([CH3:3])[CH3:4], predict the reactants needed to synthesize it. The reactants are: [C:1]([O:5][C:6]([NH:8][C:9]1(C(OCC)=O)[CH:14]=[C:13]([Cl:15])[CH:12]=[CH:11][NH:10]1)=[O:7])([CH3:4])([CH3:3])[CH3:2].[BH4-].[Na+].Cl.[C:24](=O)(O)[O-:25].[Na+].